Regression. Given two drug SMILES strings and cell line genomic features, predict the synergy score measuring deviation from expected non-interaction effect. From a dataset of NCI-60 drug combinations with 297,098 pairs across 59 cell lines. (1) Drug 2: CNC(=O)C1=NC=CC(=C1)OC2=CC=C(C=C2)NC(=O)NC3=CC(=C(C=C3)Cl)C(F)(F)F. Drug 1: C1=NC2=C(N1)C(=S)N=C(N2)N. Synergy scores: CSS=29.9, Synergy_ZIP=-2.46, Synergy_Bliss=-3.68, Synergy_Loewe=-2.50, Synergy_HSA=0.0515. Cell line: UACC62. (2) Drug 1: C1=NC2=C(N=C(N=C2N1C3C(C(C(O3)CO)O)O)F)N. Drug 2: CC1=C(C=C(C=C1)C(=O)NC2=CC(=CC(=C2)C(F)(F)F)N3C=C(N=C3)C)NC4=NC=CC(=N4)C5=CN=CC=C5. Cell line: SF-268. Synergy scores: CSS=-0.469, Synergy_ZIP=-2.43, Synergy_Bliss=-4.00, Synergy_Loewe=-3.96, Synergy_HSA=-3.86. (3) Drug 1: C1=NC2=C(N1)C(=S)N=C(N2)N. Drug 2: CC1CCC2CC(C(=CC=CC=CC(CC(C(=O)C(C(C(=CC(C(=O)CC(OC(=O)C3CCCCN3C(=O)C(=O)C1(O2)O)C(C)CC4CCC(C(C4)OC)O)C)C)O)OC)C)C)C)OC. Cell line: OVCAR3. Synergy scores: CSS=49.8, Synergy_ZIP=-6.73, Synergy_Bliss=-9.05, Synergy_Loewe=-4.76, Synergy_HSA=-3.65. (4) Drug 1: CC(CN1CC(=O)NC(=O)C1)N2CC(=O)NC(=O)C2. Drug 2: CC1=C(C=C(C=C1)NC(=O)C2=CC=C(C=C2)CN3CCN(CC3)C)NC4=NC=CC(=N4)C5=CN=CC=C5. Cell line: SK-MEL-5. Synergy scores: CSS=2.95, Synergy_ZIP=-6.18, Synergy_Bliss=-14.3, Synergy_Loewe=-14.3, Synergy_HSA=-13.4. (5) Synergy scores: CSS=28.8, Synergy_ZIP=2.20, Synergy_Bliss=1.92, Synergy_Loewe=-11.2, Synergy_HSA=-0.972. Drug 2: COC1=CC(=CC(=C1O)OC)C2C3C(COC3=O)C(C4=CC5=C(C=C24)OCO5)OC6C(C(C7C(O6)COC(O7)C8=CC=CS8)O)O. Cell line: HS 578T. Drug 1: C1CCN(CC1)CCOC2=CC=C(C=C2)C(=O)C3=C(SC4=C3C=CC(=C4)O)C5=CC=C(C=C5)O. (6) Drug 1: COC1=CC(=CC(=C1O)OC)C2C3C(COC3=O)C(C4=CC5=C(C=C24)OCO5)OC6C(C(C7C(O6)COC(O7)C8=CC=CS8)O)O. Drug 2: CC1=C(C(=O)C2=C(C1=O)N3CC4C(C3(C2COC(=O)N)OC)N4)N. Cell line: MALME-3M. Synergy scores: CSS=38.2, Synergy_ZIP=3.87, Synergy_Bliss=3.36, Synergy_Loewe=3.99, Synergy_HSA=7.22. (7) Drug 1: COC1=CC(=CC(=C1O)OC)C2C3C(COC3=O)C(C4=CC5=C(C=C24)OCO5)OC6C(C(C7C(O6)COC(O7)C8=CC=CS8)O)O. Drug 2: C1C(C(OC1N2C=NC3=C(N=C(N=C32)Cl)N)CO)O. Cell line: EKVX. Synergy scores: CSS=16.8, Synergy_ZIP=1.56, Synergy_Bliss=-0.658, Synergy_Loewe=-3.07, Synergy_HSA=-3.54. (8) Drug 1: CC(C1=C(C=CC(=C1Cl)F)Cl)OC2=C(N=CC(=C2)C3=CN(N=C3)C4CCNCC4)N. Drug 2: C1=NC2=C(N=C(N=C2N1C3C(C(C(O3)CO)O)O)F)N. Cell line: UACC62. Synergy scores: CSS=8.42, Synergy_ZIP=-2.01, Synergy_Bliss=-0.209, Synergy_Loewe=-7.82, Synergy_HSA=-0.516. (9) Drug 1: CC(C1=C(C=CC(=C1Cl)F)Cl)OC2=C(N=CC(=C2)C3=CN(N=C3)C4CCNCC4)N. Drug 2: CC12CCC3C(C1CCC2O)C(CC4=C3C=CC(=C4)O)CCCCCCCCCS(=O)CCCC(C(F)(F)F)(F)F. Cell line: SR. Synergy scores: CSS=62.9, Synergy_ZIP=7.62, Synergy_Bliss=8.05, Synergy_Loewe=-4.13, Synergy_HSA=5.97.